From a dataset of Reaction yield outcomes from USPTO patents with 853,638 reactions. Predict the reaction yield, written as a fraction of the theoretical maximum amount of product (1.0 means a 100% yield; for example, 0.34 means a 34% yield). (1) The reactants are C(C([CH2:7][CH2:8][NH:9][C:10]1[CH:32]=[N:31][C:13]2[N:14](COCC[Si](C)(C)C)[C:15]3[CH:20]=[N:19][C:18]([C:21]#[N:22])=[CH:17][C:16]=3[C:12]=2[CH:11]=1)=O)(C)(C)C.Br.[OH-].[Na+].Cl. The catalyst is O1CCOCC1. The product is [CH2:8]([NH:9][C:10]1[CH:32]=[N:31][C:13]2[NH:14][C:15]3[CH:20]=[N:19][C:18]([C:21]#[N:22])=[CH:17][C:16]=3[C:12]=2[CH:11]=1)[CH3:7]. The yield is 0.260. (2) The reactants are Cl[C:2]1[N:7]=[C:6]([NH:8][C:9]([C:11]2([C:14]3[CH:24]=[CH:23][C:17]4[O:18][C:19]([F:22])([F:21])[O:20][C:16]=4[CH:15]=3)[CH2:13][CH2:12]2)=[O:10])[CH:5]=[CH:4][C:3]=1[CH3:25].[F:26][C:27]1[CH:28]=[C:29](B2OC(C)(C)C(C)(C)O2)[C:30]([O:33][CH3:34])=[N:31][CH:32]=1.C(=O)([O-])[O-].[Na+].[Na+]. The catalyst is COCCOC.C1C=CC([P]([Pd]([P](C2C=CC=CC=2)(C2C=CC=CC=2)C2C=CC=CC=2)([P](C2C=CC=CC=2)(C2C=CC=CC=2)C2C=CC=CC=2)[P](C2C=CC=CC=2)(C2C=CC=CC=2)C2C=CC=CC=2)(C2C=CC=CC=2)C2C=CC=CC=2)=CC=1. The product is [F:21][C:19]1([F:22])[O:18][C:17]2[CH:23]=[CH:24][C:14]([C:11]3([C:9]([NH:8][C:6]4[N:7]=[C:2]([C:29]5[C:30]([O:33][CH3:34])=[N:31][CH:32]=[C:27]([F:26])[CH:28]=5)[C:3]([CH3:25])=[CH:4][CH:5]=4)=[O:10])[CH2:13][CH2:12]3)=[CH:15][C:16]=2[O:20]1. The yield is 0.310. (3) The reactants are [NH2:1][C:2]1[CH:10]=[CH:9][C:8]([OH:11])=[CH:7][C:3]=1[C:4]([OH:6])=O.O=S(Cl)Cl.[Cl:16][C:17]1[CH:23]=[CH:22][CH:21]=[CH:20][C:18]=1[NH2:19].C(Cl)(Cl)Cl. The catalyst is C1C=CC=CC=1. The product is [NH2:1][C:2]1[CH:10]=[CH:9][C:8]([OH:11])=[CH:7][C:3]=1[C:4]([NH:19][C:18]1[CH:20]=[CH:21][CH:22]=[CH:23][C:17]=1[Cl:16])=[O:6]. The yield is 0.120. (4) The reactants are [Cl:1][C:2]1[N:7]=[C:6](Cl)[C:5]([CH2:9][C:10]([O:12][CH2:13][CH3:14])=[O:11])=[C:4]([Cl:15])[N:3]=1.[CH3:16][O:17][C:18]1[CH:25]=[CH:24][C:21]([CH2:22][NH2:23])=[CH:20][CH:19]=1.CCN(C(C)C)C(C)C. The catalyst is CN(C)C=O. The product is [Cl:1][C:2]1[N:3]=[C:4]([Cl:15])[C:5]([CH2:9][C:10]([O:12][CH2:13][CH3:14])=[O:11])=[C:6]([NH:23][CH2:22][C:21]2[CH:24]=[CH:25][C:18]([O:17][CH3:16])=[CH:19][CH:20]=2)[N:7]=1. The yield is 0.456.